From a dataset of NCI-60 drug combinations with 297,098 pairs across 59 cell lines. Regression. Given two drug SMILES strings and cell line genomic features, predict the synergy score measuring deviation from expected non-interaction effect. (1) Drug 1: CC(CN1CC(=O)NC(=O)C1)N2CC(=O)NC(=O)C2. Drug 2: CC(C)CN1C=NC2=C1C3=CC=CC=C3N=C2N. Cell line: NCIH23. Synergy scores: CSS=9.27, Synergy_ZIP=-4.86, Synergy_Bliss=2.57, Synergy_Loewe=1.37, Synergy_HSA=1.70. (2) Drug 1: CC(C1=C(C=CC(=C1Cl)F)Cl)OC2=C(N=CC(=C2)C3=CN(N=C3)C4CCNCC4)N. Drug 2: C1=NC(=NC(=O)N1C2C(C(C(O2)CO)O)O)N. Cell line: A498. Synergy scores: CSS=7.71, Synergy_ZIP=-1.84, Synergy_Bliss=-0.0884, Synergy_Loewe=-0.983, Synergy_HSA=0.0503. (3) Drug 1: CC1=C(C=C(C=C1)NC(=O)C2=CC=C(C=C2)CN3CCN(CC3)C)NC4=NC=CC(=N4)C5=CN=CC=C5. Drug 2: CS(=O)(=O)CCNCC1=CC=C(O1)C2=CC3=C(C=C2)N=CN=C3NC4=CC(=C(C=C4)OCC5=CC(=CC=C5)F)Cl. Cell line: SK-MEL-28. Synergy scores: CSS=-28.4, Synergy_ZIP=8.58, Synergy_Bliss=-5.93, Synergy_Loewe=-33.3, Synergy_HSA=-31.3. (4) Drug 1: CCCCC(=O)OCC(=O)C1(CC(C2=C(C1)C(=C3C(=C2O)C(=O)C4=C(C3=O)C=CC=C4OC)O)OC5CC(C(C(O5)C)O)NC(=O)C(F)(F)F)O. Drug 2: COC1=C2C(=CC3=C1OC=C3)C=CC(=O)O2. Cell line: HCT116. Synergy scores: CSS=43.5, Synergy_ZIP=1.62, Synergy_Bliss=-2.39, Synergy_Loewe=-6.12, Synergy_HSA=-1.49. (5) Drug 1: C1CCC(CC1)NC(=O)N(CCCl)N=O. Drug 2: CC1=C(N=C(N=C1N)C(CC(=O)N)NCC(C(=O)N)N)C(=O)NC(C(C2=CN=CN2)OC3C(C(C(C(O3)CO)O)O)OC4C(C(C(C(O4)CO)O)OC(=O)N)O)C(=O)NC(C)C(C(C)C(=O)NC(C(C)O)C(=O)NCCC5=NC(=CS5)C6=NC(=CS6)C(=O)NCCC[S+](C)C)O. Cell line: HCC-2998. Synergy scores: CSS=8.06, Synergy_ZIP=-0.0312, Synergy_Bliss=6.42, Synergy_Loewe=2.41, Synergy_HSA=2.33. (6) Drug 1: C1=CC=C(C(=C1)C(C2=CC=C(C=C2)Cl)C(Cl)Cl)Cl. Drug 2: N.N.Cl[Pt+2]Cl. Cell line: NCI-H322M. Synergy scores: CSS=-3.73, Synergy_ZIP=1.23, Synergy_Bliss=-1.39, Synergy_Loewe=-6.19, Synergy_HSA=-5.28. (7) Drug 1: C1CCN(CC1)CCOC2=CC=C(C=C2)C(=O)C3=C(SC4=C3C=CC(=C4)O)C5=CC=C(C=C5)O. Drug 2: CC1=CC=C(C=C1)C2=CC(=NN2C3=CC=C(C=C3)S(=O)(=O)N)C(F)(F)F. Cell line: LOX IMVI. Synergy scores: CSS=3.85, Synergy_ZIP=-3.77, Synergy_Bliss=-3.28, Synergy_Loewe=-1.81, Synergy_HSA=-1.47. (8) Drug 1: CC1=C(C=C(C=C1)NC2=NC=CC(=N2)N(C)C3=CC4=NN(C(=C4C=C3)C)C)S(=O)(=O)N.Cl. Drug 2: C1=NC2=C(N=C(N=C2N1C3C(C(C(O3)CO)O)F)Cl)N. Cell line: DU-145. Synergy scores: CSS=17.1, Synergy_ZIP=0.463, Synergy_Bliss=-2.00, Synergy_Loewe=-38.1, Synergy_HSA=-3.13. (9) Synergy scores: CSS=55.9, Synergy_ZIP=0.0165, Synergy_Bliss=0.435, Synergy_Loewe=-1.70, Synergy_HSA=-0.748. Cell line: HOP-92. Drug 1: C1=CC(=CC=C1C#N)C(C2=CC=C(C=C2)C#N)N3C=NC=N3. Drug 2: CCCCC(=O)OCC(=O)C1(CC(C2=C(C1)C(=C3C(=C2O)C(=O)C4=C(C3=O)C=CC=C4OC)O)OC5CC(C(C(O5)C)O)NC(=O)C(F)(F)F)O.